Predict the product of the given reaction. From a dataset of Forward reaction prediction with 1.9M reactions from USPTO patents (1976-2016). (1) Given the reactants Br[C:2]1[CH:3]=[N:4][CH:5]=[C:6]([Br:10])[C:7]=1[CH2:8][CH3:9].CO.N#N.C([Li])CCC.CN(C)[CH:22]=[O:23], predict the reaction product. The product is: [Br:10][C:6]1[C:7]([CH2:8][CH3:9])=[C:2]([CH:22]=[O:23])[CH:3]=[N:4][CH:5]=1. (2) Given the reactants [CH:1]1([NH:4][C:5](=[O:19])[C:6]2[CH:11]=[C:10](/[CH:12]=[CH:13]/[CH2:14][O:15][CH3:16])[N:9]=[C:8]([O:17][CH3:18])[CH:7]=2)[CH2:3][CH2:2]1, predict the reaction product. The product is: [CH:1]1([NH:4][C:5](=[O:19])[C:6]2[CH:11]=[C:10]([CH2:12][CH2:13][CH2:14][O:15][CH3:16])[N:9]=[C:8]([O:17][CH3:18])[CH:7]=2)[CH2:3][CH2:2]1. (3) Given the reactants [Cl:1][C:2]1[CH:7]=[C:6]2[NH:8][C:9](=[O:30])[C:10]3([CH:15]([C:16]4[CH:21]=[CH:20][C:19]([Cl:22])=[CH:18][CH:17]=4)[CH2:14][CH2:13][NH:12][CH:11]3[C:23]3[CH:28]=[CH:27][CH:26]=[C:25]([F:29])[CH:24]=3)[C:5]2=[CH:4][CH:3]=1.[N:31]([C:34]([CH3:37])([CH3:36])[CH3:35])=[C:32]=[O:33], predict the reaction product. The product is: [C:34]([NH:31][C:32]([N:12]1[CH2:13][CH2:14][CH:15]([C:16]2[CH:17]=[CH:18][C:19]([Cl:22])=[CH:20][CH:21]=2)[C:10]2([C:5]3[C:6](=[CH:7][C:2]([Cl:1])=[CH:3][CH:4]=3)[NH:8][C:9]2=[O:30])[CH:11]1[C:23]1[CH:28]=[CH:27][CH:26]=[C:25]([F:29])[CH:24]=1)=[O:33])([CH3:37])([CH3:36])[CH3:35]. (4) Given the reactants [F:1][C:2]1[CH:3]=[C:4]2[C:8](=[CH:9][CH:10]=1)[NH:7][CH:6]=[C:5]2[CH2:11][CH2:12][NH2:13].[C:14]1([C:23]2[CH:28]=[CH:27][CH:26]=[CH:25][CH:24]=2)[CH:19]=[CH:18][C:17]([C:20](Cl)=[O:21])=[CH:16][CH:15]=1.C(N(CC)CC)C, predict the reaction product. The product is: [F:1][C:2]1[CH:3]=[C:4]2[C:8](=[CH:9][CH:10]=1)[NH:7][CH:6]=[C:5]2[CH2:11][CH2:12][NH:13][C:20]([C:17]1[CH:18]=[CH:19][C:14]([C:23]2[CH:24]=[CH:25][CH:26]=[CH:27][CH:28]=2)=[CH:15][CH:16]=1)=[O:21]. (5) The product is: [Br:1][C:2]1[CH:8]=[C:7]2[C:5](=[CH:4][C:3]=1[OH:9])[O:6][C:11]([CH3:16])([CH3:10])[CH2:12][C:13]2=[O:14]. Given the reactants [Br:1][C:2]1[CH:8]=[CH:7][C:5]([OH:6])=[CH:4][C:3]=1[OH:9].[CH3:10][C:11]([CH3:16])=[CH:12][C:13](O)=[O:14], predict the reaction product. (6) The product is: [C:1]([OH:8])(=[O:7])/[CH:2]=[CH:3]/[C:4]([OH:6])=[O:5].[F:9][C:10]1[CH:15]=[CH:14][C:13]([O:16][C:17]2[N:22]=[CH:21][C:20]([C:23]([N:25]([CH3:40])[C:26]3[CH:31]=[CH:30][C:29]([CH2:32][N:33]4[CH2:38][CH2:37][NH:36][C@@H:35]([CH3:39])[CH2:34]4)=[CH:28][CH:27]=3)=[O:24])=[CH:19][CH:18]=2)=[CH:12][CH:11]=1. Given the reactants [C:1]([OH:8])(=[O:7])/[CH:2]=[CH:3]/[C:4]([OH:6])=[O:5].[F:9][C:10]1[CH:15]=[CH:14][C:13]([O:16][C:17]2[N:22]=[CH:21][C:20]([C:23]([N:25]([CH3:40])[C:26]3[CH:31]=[CH:30][C:29]([CH2:32][N:33]4[CH2:38][CH2:37][NH:36][C@@H:35]([CH3:39])[CH2:34]4)=[CH:28][CH:27]=3)=[O:24])=[CH:19][CH:18]=2)=[CH:12][CH:11]=1, predict the reaction product. (7) Given the reactants Cl[C:2]1[C:3]([N:24]2[CH2:29][CH2:28][CH2:27][C@H:26]([NH:30][C:31](=[O:37])[O:32][C:33]([CH3:36])([CH3:35])[CH3:34])[CH2:25]2)=[N:4][C:5]([N:8]2[C:16]3[CH:15]=[C:14]([C:17]4[CH:22]=[N:21][CH:20]=[C:19]([CH3:23])[N:18]=4)[N:13]=[CH:12][C:11]=3[CH:10]=[N:9]2)=[CH:6][N:7]=1.[CH3:38]B1OB(C)OB(C)O1.C(=O)([O-])[O-].[Na+].[Na+].O, predict the reaction product. The product is: [CH3:38][C:2]1[C:3]([N:24]2[CH2:29][CH2:28][CH2:27][C@H:26]([NH:30][C:31](=[O:37])[O:32][C:33]([CH3:36])([CH3:35])[CH3:34])[CH2:25]2)=[N:4][C:5]([N:8]2[C:16]3[CH:15]=[C:14]([C:17]4[CH:22]=[N:21][CH:20]=[C:19]([CH3:23])[N:18]=4)[N:13]=[CH:12][C:11]=3[CH:10]=[N:9]2)=[CH:6][N:7]=1. (8) Given the reactants Br[C:2]1[CH:7]=[CH:6][CH:5]=[CH:4][C:3]=1[CH:8]=[CH2:9].C([Li])CCC.[S:15]1[C:19]2[CH:20]=[CH:21][CH:22]=[CH:23][C:18]=2[CH:17]=[C:16]1[CH:24]=[N:25][S:26]([C:29]1[CH:39]=[CH:38][C:32]2[O:33][CH2:34][CH2:35][CH2:36][O:37][C:31]=2[CH:30]=1)(=[O:28])=[O:27].C(=O)(O)[O-].[Na+], predict the reaction product. The product is: [S:15]1[C:19]2[CH:20]=[CH:21][CH:22]=[CH:23][C:18]=2[CH:17]=[C:16]1[CH:24]([C:2]1[CH:7]=[CH:6][CH:5]=[CH:4][C:3]=1[CH:8]=[CH2:9])[NH:25][S:26]([C:29]1[CH:39]=[CH:38][C:32]2[O:33][CH2:34][CH2:35][CH2:36][O:37][C:31]=2[CH:30]=1)(=[O:27])=[O:28].